The task is: Predict the product of the given reaction.. This data is from Forward reaction prediction with 1.9M reactions from USPTO patents (1976-2016). (1) Given the reactants [C:1]1([CH3:22])[C:2]([S:7]([N:10]([CH2:18][C:19]([OH:21])=O)[C:11]2[CH:16]=[CH:15][C:14]([CH3:17])=[CH:13][CH:12]=2)(=[O:9])=[O:8])=[CH:3][CH:4]=[CH:5][CH:6]=1.[CH2:23]([NH:25][CH2:26][C:27]1[CH:36]=[CH:35][C:34]2[C:29](=[CH:30][CH:31]=[CH:32][CH:33]=2)[N:28]=1)[CH3:24], predict the reaction product. The product is: [CH2:23]([N:25]([CH2:26][C:27]1[CH:36]=[CH:35][C:34]2[C:29](=[CH:30][CH:31]=[CH:32][CH:33]=2)[N:28]=1)[C:19](=[O:21])[CH2:18][N:10]([S:7]([C:2]1[C:1]([CH3:22])=[CH:6][CH:5]=[CH:4][CH:3]=1)(=[O:9])=[O:8])[C:11]1[CH:16]=[CH:15][C:14]([CH3:17])=[CH:13][CH:12]=1)[CH3:24]. (2) The product is: [CH3:18][N:13]([CH3:12])[C@@H:14]1[CH2:15][C@H:8]1[C:2]1[CH:7]=[CH:6][CH:5]=[CH:4][CH:3]=1. Given the reactants Cl.[C:2]1([C@@H:8]2C[C@H]2N)[CH:7]=[CH:6][CH:5]=[CH:4][CH:3]=1.[CH3:12][N:13]1[CH2:18]CO[CH2:15][CH2:14]1.C=O.C([BH3-])#N.[Na+], predict the reaction product. (3) Given the reactants C([Li])CCC.CC1(C)CCCC(C)(C)N1.[CH3:16][O:17][C:18]1[N:19]=[N:20][CH:21]=[CH:22][CH:23]=1.[CH2:24]([Sn:28]([CH2:34][CH2:35][CH2:36][CH3:37])([CH2:30][CH2:31][CH2:32][CH3:33])Cl)[CH2:25][CH2:26][CH3:27].[Cl-].[NH4+], predict the reaction product. The product is: [CH3:16][O:17][C:18]1[N:19]=[N:20][CH:21]=[CH:22][C:23]=1[Sn:28]([CH2:30][CH2:31][CH2:32][CH3:33])([CH2:34][CH2:35][CH2:36][CH3:37])[CH2:24][CH2:25][CH2:26][CH3:27].